The task is: Predict the product of the given reaction.. This data is from Forward reaction prediction with 1.9M reactions from USPTO patents (1976-2016). (1) Given the reactants Cl[C:2]1[C:11]2=[N:12][N:13](CC3C=CC(OC)=CC=3)[CH:14]=[C:10]2[C:9]2[CH:8]=[C:7]([O:24][CH3:25])[CH:6]=[CH:5][C:4]=2[N:3]=1.[CH3:26][C:27]1[CH:28]=[C:29]([CH:31]=[CH:32][C:33]=1[N:34]1[CH2:39][CH2:38][N:37]([CH3:40])[CH2:36][CH2:35]1)[NH2:30].Cl, predict the reaction product. The product is: [CH3:25][O:24][C:7]1[CH:6]=[CH:5][C:4]2[N:3]=[C:2]([NH:30][C:29]3[CH:31]=[CH:32][C:33]([N:34]4[CH2:35][CH2:36][N:37]([CH3:40])[CH2:38][CH2:39]4)=[C:27]([CH3:26])[CH:28]=3)[C:11]3=[N:12][NH:13][CH:14]=[C:10]3[C:9]=2[CH:8]=1. (2) The product is: [CH:33]1([C@H:48]([NH:49][C:22]([C:19]2[O:18][C:17]([C:14]3[N:13]=[CH:12][C:11]4[CH:10]=[CH:9][NH:8][C:16]=4[CH:15]=3)=[CH:21][CH:20]=2)=[O:24])[C:59](=[O:60])[NH:57][CH3:56])[CH2:34][CH2:35][CH2:36][CH2:37][CH2:38]1. Given the reactants C(OC([N:8]1[C:16]2[CH:15]=[C:14]([C:17]3[O:18][C:19]([C:22]([OH:24])=O)=[CH:20][CH:21]=3)[N:13]=[CH:12][C:11]=2[CH:10]=[CH:9]1)=O)(C)(C)C.F[B-](F)(F)F.N1(OC(N(C)C)=[N+](C)C)[C:34]2[CH:35]=[CH:36][CH:37]=[CH:38][C:33]=2N=N1.C[CH2:48][N:49](C(C)C)C(C)C.[CH3:56][N:57]([CH:59]=[O:60])C, predict the reaction product. (3) Given the reactants [C:1]1([N:7]2[C:25](=[O:26])[C:10]3=[CH:11][NH:12][C:13]4[CH:14]=[CH:15][C:16]([N:19]5[CH2:24][CH2:23][NH:22][CH2:21][CH2:20]5)=[N:17][C:18]=4[C:9]3=[N:8]2)[CH:6]=[CH:5][CH:4]=[CH:3][CH:2]=1.[CH3:27]C1NCCNC1, predict the reaction product. The product is: [CH3:27][CH:23]1[NH:22][CH2:21][CH2:20][N:19]([C:16]2[CH:15]=[CH:14][C:13]3[NH:12][CH:11]=[C:10]4[C:25](=[O:26])[N:7]([C:1]5[CH:6]=[CH:5][CH:4]=[CH:3][CH:2]=5)[N:8]=[C:9]4[C:18]=3[N:17]=2)[CH2:24]1. (4) Given the reactants [NH2:1][C@H:2]([C:5]([NH:7][CH2:8][C:9]([OH:11])=[O:10])=[O:6])[CH2:3][SH:4].SCCNCC(O)=O.Cl.N[C@H:22]([C:25](O)=O)[CH2:23]S.Cl.S1C=CC=CC1.S(S([O-])=O)([O-])(=O)=O.[Na+].[Na+], predict the reaction product. The product is: [NH2:1][C@H:2]([C:5]([NH:7][C@H:8]([C:9]([OH:11])=[O:10])[CH:22]([CH3:25])[CH3:23])=[O:6])[CH2:3][SH:4]. (5) Given the reactants [Cl:1][C:2]1[CH:7]=[CH:6][C:5]([C:8]2[N:12]([CH2:13][C@H:14]([OH:19])[C:15]([F:18])([F:17])[F:16])[C:11](=[O:20])[N:10]([CH2:21][C:22](NC(C3C=CC=CC=3C)CCO)=[O:23])[N:9]=2)=[CH:4][CH:3]=1.[F:36][C:37]([F:48])([F:47])[CH2:38][CH:39]([C:41]1[CH:46]=[CH:45][CH:44]=[CH:43][CH:42]=1)[NH2:40], predict the reaction product. The product is: [Cl:1][C:2]1[CH:7]=[CH:6][C:5]([C:8]2[N:12]([CH2:13][C@H:14]([OH:19])[C:15]([F:17])([F:16])[F:18])[C:11](=[O:20])[N:10]([CH2:21][C:22]([NH:40][CH:39]([C:41]3[CH:42]=[CH:43][CH:44]=[CH:45][CH:46]=3)[CH2:38][C:37]([F:47])([F:48])[F:36])=[O:23])[N:9]=2)=[CH:4][CH:3]=1. (6) The product is: [CH3:11][C:10]1[CH:9]=[C:8]([CH:2]([CH3:1])[C:3]([O:5][CH2:6][CH3:7])=[O:4])[NH:16][N:15]=1. Given the reactants [CH3:1][CH:2]([C:8](=O)[CH2:9][C:10](=O)[CH3:11])[C:3]([O:5][CH2:6][CH3:7])=[O:4].O.[NH2:15][NH2:16], predict the reaction product. (7) The product is: [F:11][CH2:12][CH:13]([OH:14])[CH:18]([N+:15]([O-:17])=[O:16])[CH2:19][CH2:20][C:21]([NH2:23])=[O:22]. Given the reactants C(Cl)(=O)C(Cl)=O.CS(C)=O.[F:11][CH2:12][CH2:13][OH:14].[N+:15]([CH2:18][CH2:19][CH2:20][C:21]([NH2:23])=[O:22])([O-:17])=[O:16], predict the reaction product.